Predict the reactants needed to synthesize the given product. From a dataset of Full USPTO retrosynthesis dataset with 1.9M reactions from patents (1976-2016). (1) The reactants are: [Cl:1][C:2]1[CH:3]=[C:4]([N:10]2[C@@H:22]([CH:23]3[CH2:27][CH2:26][CH2:25][CH2:24]3)[C@@H:21]3[C:12]([C:13]4[CH:14]=[CH:15][C:16]([C:28]([O:30]CC)=[O:29])=[N:17][C:18]=4[CH2:19][CH2:20]3)=[N:11]2)[CH:5]=[CH:6][C:7]=1[C:8]#[N:9].O1CCCC1.CO.[OH-].[Na+]. Given the product [Cl:1][C:2]1[CH:3]=[C:4]([N:10]2[C@@H:22]([CH:23]3[CH2:27][CH2:26][CH2:25][CH2:24]3)[C@@H:21]3[C:12]([C:13]4[CH:14]=[CH:15][C:16]([C:28]([OH:30])=[O:29])=[N:17][C:18]=4[CH2:19][CH2:20]3)=[N:11]2)[CH:5]=[CH:6][C:7]=1[C:8]#[N:9], predict the reactants needed to synthesize it. (2) The reactants are: [CH3:1][CH:2]([O:4][C:5]1[CH:6]=[C:7]([CH:13]([N:18]2[C:22](=[O:23])[C:21]3=[CH:24][CH:25]=[CH:26][CH:27]=[C:20]3[C:19]2=[O:28])[CH2:14][C:15](O)=[O:16])[CH:8]=[CH:9][C:10]=1[O:11][CH3:12])[CH3:3].C(N1C=CN=C1)(N1C=CN=C1)=O.Cl.[NH2:42][OH:43]. Given the product [OH:43][NH:42][C:15](=[O:16])[CH2:14][CH:13]([C:7]1[CH:8]=[CH:9][C:10]([O:11][CH3:12])=[C:5]([O:4][CH:2]([CH3:3])[CH3:1])[CH:6]=1)[N:18]1[C:22](=[O:23])[C:21]2=[CH:24][CH:25]=[CH:26][CH:27]=[C:20]2[C:19]1=[O:28], predict the reactants needed to synthesize it. (3) Given the product [Cl:9][C:5]1[S:1][C:2]([CH2:6][C:7]#[N:8])=[CH:3][CH:4]=1, predict the reactants needed to synthesize it. The reactants are: [S:1]1[CH:5]=[CH:4][CH:3]=[C:2]1[CH2:6][C:7]#[N:8].[Cl:9]N1C(=O)CCC1=O.O. (4) Given the product [CH3:19][C:20]1[CH:25]=[CH:24][C:23]([S:26]([O:8][CH2:9][CH2:10][N:11]2[CH:15]=[C:14]([I:16])[CH:13]=[C:12]2[CH:17]=[O:18])(=[O:28])=[O:27])=[CH:22][CH:21]=1, predict the reactants needed to synthesize it. The reactants are: C(N(CC)CC)C.[OH:8][CH2:9][CH2:10][N:11]1[CH:15]=[C:14]([I:16])[CH:13]=[C:12]1[CH:17]=[O:18].[CH3:19][C:20]1[CH:25]=[CH:24][C:23]([S:26](Cl)(=[O:28])=[O:27])=[CH:22][CH:21]=1.O. (5) Given the product [NH2:22][C:21]1[C:10]2[C:9]([C:4]3[CH:5]=[CH:6][C:7]([Cl:8])=[C:2]([Cl:1])[CH:3]=3)=[N:14][C:13]([CH3:15])=[N:12][C:11]=2[S:16][C:17]=1[C:18]([NH2:20])=[O:19], predict the reactants needed to synthesize it. The reactants are: [Cl:1][C:2]1[CH:3]=[C:4]([C:9]2[N:14]=[C:13]([CH3:15])[N:12]=[C:11]([S:16][CH2:17][C:18]([NH2:20])=[O:19])[C:10]=2[C:21]#[N:22])[CH:5]=[CH:6][C:7]=1[Cl:8]. (6) Given the product [Cl:17][C:10]1[CH:11]=[C:12]([CH:13]=[CH:28][C:27]([F:49])([F:48])[F:26])[CH:15]=[CH:16][C:9]=1[O:8][CH2:1][C:2]1[CH:7]=[CH:6][CH:5]=[CH:4][CH:3]=1, predict the reactants needed to synthesize it. The reactants are: [CH2:1]([O:8][C:9]1[CH:16]=[CH:15][C:12]([CH:13]=O)=[CH:11][C:10]=1[Cl:17])[C:2]1[CH:7]=[CH:6][CH:5]=[CH:4][CH:3]=1.FC(F)(F)S([O-])(=O)=O.[F:26][C:27]([F:49])([F:48])[CH2:28][P+](C1C=CC=CC=1)(C1C=CC=CC=1)C1C=CC=CC=1.[F-].[Cs+].